The task is: Predict the reactants needed to synthesize the given product.. This data is from Full USPTO retrosynthesis dataset with 1.9M reactions from patents (1976-2016). (1) Given the product [F:17][C:18]([F:29])([F:28])[C:19]1[CH:24]=[C:23]([C:2]2[CH:3]=[C:4]([NH:8][C:9]([C:10]3[CH:15]=[CH:14][CH:13]=[CH:12][CH:11]=3)=[O:16])[CH:5]=[N:6][CH:7]=2)[CH:22]=[CH:21][CH:20]=1, predict the reactants needed to synthesize it. The reactants are: Br[C:2]1[CH:3]=[C:4]([NH:8][C:9](=[O:16])[C:10]2[CH:15]=[CH:14][CH:13]=[CH:12][CH:11]=2)[CH:5]=[N:6][CH:7]=1.[F:17][C:18]([F:29])([F:28])[C:19]1[CH:20]=[C:21](B(O)O)[CH:22]=[CH:23][CH:24]=1.C(=O)([O-])[O-].[Na+].[Na+].O. (2) Given the product [I:6][C:7]1[CH:8]=[C:9]([C:12]([N:1]2[CH2:5][CH2:4][CH2:3][CH2:2]2)=[O:17])[NH:10][CH:11]=1, predict the reactants needed to synthesize it. The reactants are: [NH:1]1[CH2:5][CH2:4][CH2:3][CH2:2]1.[I:6][C:7]1[CH:8]=[C:9]([C:12](=[O:17])C(Cl)(Cl)Cl)[NH:10][CH:11]=1. (3) Given the product [CH2:1]=[C:2]1[CH2:8][CH2:7][C:6]2[CH:18]=[C:19]([C:22]([O:24][CH3:25])=[O:23])[CH:20]=[CH:21][C:5]=2[O:4][CH2:3]1, predict the reactants needed to synthesize it. The reactants are: [CH2:1]=[C:2]1[CH2:8][CH:7](S(C2C=CC=CC=2)(=O)=O)[C:6]2[CH:18]=[C:19]([C:22]([O:24][CH3:25])=[O:23])[CH:20]=[CH:21][C:5]=2[O:4][CH2:3]1.P([O-])([O-])(O)=O.[Na+].[Na+].CO.O1CCCC1.O. (4) Given the product [Br:20][CH2:32][C:33]1[CH:34]=[C:35]([CH:63]=[CH:64][CH:65]=1)[O:36][C:37]([O:39][CH2:40]/[C:41](/[C:53]1[CH:58]=[CH:57][C:56]([S:59]([CH3:62])(=[O:61])=[O:60])=[CH:55][CH:54]=1)=[C:42](/[C:47]1[CH:52]=[CH:51][CH:50]=[CH:49][CH:48]=1)\[C:43]([O:45][CH3:46])=[O:44])=[O:38], predict the reactants needed to synthesize it. The reactants are: C1C=CC(P(C2C=CC=CC=2)C2C=CC=CC=2)=CC=1.[Br:20]Br.CCN(C(C)C)C(C)C.O[CH2:32][C:33]1[CH:34]=[C:35]([CH:63]=[CH:64][CH:65]=1)[O:36][C:37]([O:39][CH2:40]/[C:41](/[C:53]1[CH:58]=[CH:57][C:56]([S:59]([CH3:62])(=[O:61])=[O:60])=[CH:55][CH:54]=1)=[C:42](/[C:47]1[CH:52]=[CH:51][CH:50]=[CH:49][CH:48]=1)\[C:43]([O:45][CH3:46])=[O:44])=[O:38]. (5) Given the product [F:39][C:34]1[C:35]2[C:36]3[N:37]=[CH:38][C:26]([C:6]4[N:2]([CH3:1])[N:3]=[N:4][C:5]=4[CH3:24])=[CH:27][C:28]=3[N:29]([C@@H:44]([CH:51]3[CH2:52][CH2:53][O:54][CH2:55][CH2:56]3)[C:45]3[CH:50]=[CH:49][CH:48]=[CH:47][CH:46]=3)[C:30]=2[C:31]([S:40]([CH3:43])(=[O:42])=[O:41])=[CH:32][CH:33]=1, predict the reactants needed to synthesize it. The reactants are: [CH3:1][N:2]1[C:6](C2C=NC3C4C=CC(C(OC)=O)=CC=4NC=3C=2)=[C:5]([CH3:24])[N:4]=[N:3]1.Br[C:26]1[CH:38]=[N:37][C:36]2[C:35]3[C:34]([F:39])=[CH:33][CH:32]=[C:31]([S:40]([CH3:43])(=[O:42])=[O:41])[C:30]=3[N:29]([C@@H:44]([CH:51]3[CH2:56][CH2:55][O:54][CH2:53][CH2:52]3)[C:45]3[CH:50]=[CH:49][CH:48]=[CH:47][CH:46]=3)[C:28]=2[CH:27]=1. (6) Given the product [Br:12][C:8]1[S:9][CH:10]=[CH:11][C:7]=1[CH2:6][CH2:5][CH2:4][OH:3], predict the reactants needed to synthesize it. The reactants are: C([O:3][C:4](=O)[CH2:5][CH2:6][C:7]1[CH:11]=[CH:10][S:9][C:8]=1[Br:12])C.